This data is from Forward reaction prediction with 1.9M reactions from USPTO patents (1976-2016). The task is: Predict the product of the given reaction. (1) The product is: [CH3:12][S:13]([O:11][CH:8]1[CH2:9][CH2:10][C:5]2([O:4][CH2:3][CH2:2][O:1]2)[CH2:6][CH2:7]1)(=[O:15])=[O:14]. Given the reactants [O:1]1[C:5]2([CH2:10][CH2:9][CH:8]([OH:11])[CH2:7][CH2:6]2)[O:4][CH2:3][CH2:2]1.[CH3:12][S:13](Cl)(=[O:15])=[O:14], predict the reaction product. (2) The product is: [F:33][C:2]1([F:1])[CH2:6][C@H:5](/[CH:7]=[CH:8]/[C@@H:9]([OH:21])[C@@H:10]([CH3:20])[CH2:11][CH2:12][CH2:13][C:14]2[CH:19]=[CH:18][CH:17]=[CH:16][CH:15]=2)[N:4]([CH2:22][CH2:23][CH2:24][CH2:25][CH2:26][CH2:27][C:28]([OH:30])=[O:29])[C:3]1=[O:32]. Given the reactants [F:1][C:2]1([F:33])[CH2:6][C@H:5](/[CH:7]=[CH:8]/[C@@H:9]([OH:21])[C@@H:10]([CH3:20])[CH2:11][CH2:12][CH2:13][C:14]2[CH:19]=[CH:18][CH:17]=[CH:16][CH:15]=2)[N:4]([CH2:22][CH2:23][CH2:24][CH2:25][CH2:26][CH2:27][C:28]([O:30]C)=[O:29])[C:3]1=[O:32].[OH-].[Li+].C(O)(=O)C.ClCCl, predict the reaction product. (3) Given the reactants [C:1]1([N:7]=[C:8]=[O:9])[CH:6]=[CH:5][CH:4]=[CH:3][CH:2]=1.[O:10]1[CH2:15][CH2:14][N:13]([CH2:16][CH2:17][CH2:18][O:19][C:20]2[CH:21]=[C:22]([CH:24]=[CH:25][CH:26]=2)[NH2:23])[CH2:12][CH2:11]1, predict the reaction product. The product is: [O:10]1[CH2:11][CH2:12][N:13]([CH2:16][CH2:17][CH2:18][O:19][C:20]2[CH:21]=[C:22]([NH:23][C:8]([NH:7][C:1]3[CH:6]=[CH:5][CH:4]=[CH:3][CH:2]=3)=[O:9])[CH:24]=[CH:25][CH:26]=2)[CH2:14][CH2:15]1. (4) Given the reactants C(OC([C:6]1[C:7](=[O:26])[N:8]([C:17]2[CH:22]=[CH:21][CH:20]=[C:19]([N+:23]([O-:25])=[O:24])[CH:18]=2)[C:9]2[C:14]([C:15]=1[OH:16])=[CH:13][CH:12]=[CH:11][N:10]=2)=O)C.[OH-].[K+], predict the reaction product. The product is: [OH:16][C:15]1[C:14]2[C:9](=[N:10][CH:11]=[CH:12][CH:13]=2)[N:8]([C:17]2[CH:22]=[CH:21][CH:20]=[C:19]([N+:23]([O-:25])=[O:24])[CH:18]=2)[C:7](=[O:26])[CH:6]=1. (5) Given the reactants C([O:4][C:5]([CH3:28])([CH3:27])[C:6]([NH:8][C:9]1[CH:14]=[CH:13][CH:12]=[CH:11][C:10]=1[S:15][CH2:16][C:17]1[C:25]([Cl:26])=[CH:24][C:20]2[O:21][CH2:22][O:23][C:19]=2[CH:18]=1)=[O:7])(=O)C.C(=O)([O-])[O-].[K+].[K+], predict the reaction product. The product is: [Cl:26][C:25]1[C:17]([CH2:16][S:15][C:10]2[CH:11]=[CH:12][CH:13]=[CH:14][C:9]=2[NH:8][C:6](=[O:7])[C:5]([OH:4])([CH3:27])[CH3:28])=[CH:18][C:19]2[O:23][CH2:22][O:21][C:20]=2[CH:24]=1. (6) Given the reactants [F:1][C:2]1[CH:3]=[C:4]([CH:18]=[CH:19][C:20]=1[NH:21][C:22]([NH:24][C:25]1[CH:30]=[C:29]([CH3:31])[CH:28]=[CH:27][C:26]=1[F:32])=[O:23])[O:5][C:6]1[CH:11]=[CH:10][N:9]=[C:8]2[CH:12]=[C:13]([C:15](O)=[O:16])[S:14][C:7]=12.CN(C(ON1N=NC2C=CC=NC1=2)=[N+](C)C)C.F[P-](F)(F)(F)(F)F.C(N(CC)C(C)C)(C)C.[CH3:66][N:67]1[CH2:72][CH2:71][N:70]([CH2:73][CH2:74][CH2:75][NH2:76])[CH2:69][CH2:68]1, predict the reaction product. The product is: [F:1][C:2]1[CH:3]=[C:4]([CH:18]=[CH:19][C:20]=1[NH:21][C:22]([NH:24][C:25]1[CH:30]=[C:29]([CH3:31])[CH:28]=[CH:27][C:26]=1[F:32])=[O:23])[O:5][C:6]1[CH:11]=[CH:10][N:9]=[C:8]2[CH:12]=[C:13]([C:15]([NH:76][CH2:75][CH2:74][CH2:73][N:70]3[CH2:69][CH2:68][N:67]([CH3:66])[CH2:72][CH2:71]3)=[O:16])[S:14][C:7]=12. (7) Given the reactants [O:1]1[CH:5]=[CH:4][CH:3]=[C:2]1[CH2:6][O:7][C:8]1[CH:9]=[C:10]([N+:14]([O-])=O)[CH:11]=[CH:12][CH:13]=1.Cl.[OH-].[Na+], predict the reaction product. The product is: [O:1]1[CH:5]=[CH:4][CH:3]=[C:2]1[CH2:6][O:7][C:8]1[CH:9]=[C:10]([CH:11]=[CH:12][CH:13]=1)[NH2:14]. (8) Given the reactants [C:1]([NH:4][C:5]1[CH:14]=[CH:13][C:12]2[C:7](=[CH:8][CH:9]=[CH:10][CH:11]=2)[C:6]=1[C:15]1[C:24]2[C:19](=[CH:20][CH:21]=[CH:22][CH:23]=2)[CH:18]=[CH:17][C:16]=1[P:25]([C:33]1[CH:38]=[CH:37][CH:36]=[CH:35][CH:34]=1)([C:27]1[CH:32]=[CH:31][CH:30]=[CH:29][CH:28]=1)=O)(=O)[CH3:2], predict the reaction product. The product is: [CH2:1]([NH:4][C:5]1[CH:14]=[CH:13][C:12]2[C:7](=[CH:8][CH:9]=[CH:10][CH:11]=2)[C:6]=1[C:15]1[C:24]2[C:19](=[CH:20][CH:21]=[CH:22][CH:23]=2)[CH:18]=[CH:17][C:16]=1[P:25]([C:27]1[CH:32]=[CH:31][CH:30]=[CH:29][CH:28]=1)[C:33]1[CH:34]=[CH:35][CH:36]=[CH:37][CH:38]=1)[CH3:2].